Predict which catalyst facilitates the given reaction. From a dataset of Catalyst prediction with 721,799 reactions and 888 catalyst types from USPTO. (1) Reactant: [Cl:1][C:2]1[CH:23]=[C:22]([N+:24]([O-])=O)[CH:21]=[CH:20][C:3]=1[O:4][C:5]1[CH:6]=[C:7]([C:11](=[O:19])[CH2:12][C:13]2[CH:18]=[CH:17][CH:16]=[CH:15][CH:14]=2)[CH:8]=[CH:9][CH:10]=1. Product: [NH2:24][C:22]1[CH:21]=[CH:20][C:3]([O:4][C:5]2[CH:6]=[C:7]([C:11](=[O:19])[CH2:12][C:13]3[CH:18]=[CH:17][CH:16]=[CH:15][CH:14]=3)[CH:8]=[CH:9][CH:10]=2)=[C:2]([Cl:1])[CH:23]=1. The catalyst class is: 612. (2) Reactant: [CH2:1]([OH:5])[CH2:2][CH2:3][CH3:4].[H-].[Na+].Cl[C:9]1[N:17]=[CH:16][CH:15]=[CH:14][C:10]=1[C:11]([OH:13])=[O:12]. Product: [CH2:1]([O:5][C:9]1[N:17]=[CH:16][CH:15]=[CH:14][C:10]=1[C:11]([OH:13])=[O:12])[CH2:2][CH2:3][CH3:4]. The catalyst class is: 16. (3) Reactant: [I:1]I.C([Sn](CCCC)(CCCC)[C:8]1[CH:13]=[CH:12][C:11]([CH:14]=[CH:15][C:16]([C:18]2[CH:23]=[CH:22][C:21]([NH:24][CH3:25])=[CH:20][CH:19]=2)=[O:17])=[CH:10][CH:9]=1)CCC.S([O-])(O)=O.[Na+]. Product: [I:1][C:8]1[CH:13]=[CH:12][C:11]([CH:14]=[CH:15][C:16]([C:18]2[CH:23]=[CH:22][C:21]([NH:24][CH3:25])=[CH:20][CH:19]=2)=[O:17])=[CH:10][CH:9]=1. The catalyst class is: 22. (4) Product: [NH:23]([C:8]([NH:7][C:5]1[S:4][C:3]([C:17]([O:19][CH2:20][CH3:21])=[O:18])=[C:2]([CH3:1])[CH:6]=1)=[O:9])[NH2:24]. Reactant: [CH3:1][C:2]1[CH:6]=[C:5]([NH:7][C:8](OC2C=CC=CC=2)=[O:9])[S:4][C:3]=1[C:17]([O:19][CH2:20][CH3:21])=[O:18].O.[NH2:23][NH2:24]. The catalyst class is: 7. (5) Reactant: [O:1]([C:8]1[C:9]([CH2:14][OH:15])=[N:10][CH:11]=[CH:12][CH:13]=1)[C:2]1[CH:7]=[CH:6][CH:5]=[CH:4][CH:3]=1. Product: [O:1]([C:8]1[C:9]([CH:14]=[O:15])=[N:10][CH:11]=[CH:12][CH:13]=1)[C:2]1[CH:3]=[CH:4][CH:5]=[CH:6][CH:7]=1. The catalyst class is: 177. (6) Reactant: Cl.C[CH:3]1[NH:8][CH2:7][CH2:6][N:5]([C:9]2[CH:14]=[CH:13][CH:12]=[CH:11][CH:10]=2)[CH2:4]1.Cl[C:16]1[C:25]2[C:20](=[CH:21][C:22]([O:28][CH3:29])=[C:23]([O:26][CH3:27])[CH:24]=2)[N:19]=[C:18]([CH:30]2[CH2:32][CH2:31]2)[N:17]=1.[C:33]([O-])([O-])=O.[K+].[K+]. Product: [CH:30]1([C:18]2[N:17]=[C:16]([N:8]3[CH2:7][CH2:6][N:5]([C:9]4[CH:10]=[CH:11][CH:12]=[CH:13][CH:14]=4)[CH:4]([CH3:33])[CH2:3]3)[C:25]3[C:20](=[CH:21][C:22]([O:28][CH3:29])=[C:23]([O:26][CH3:27])[CH:24]=3)[N:19]=2)[CH2:32][CH2:31]1. The catalyst class is: 18.